From a dataset of Forward reaction prediction with 1.9M reactions from USPTO patents (1976-2016). Predict the product of the given reaction. (1) Given the reactants [C:1](O[BH-](OC(=O)C)OC(=O)C)(=O)C.[Na+].[NH:15]1[CH2:20][CH2:19][CH:18]([C:21]2[N:26]=[CH:25][C:24]([C:27]([O:29][CH3:30])=[O:28])=[CH:23][N:22]=2)[CH2:17][CH2:16]1.C=O.C(O)(=O)C, predict the reaction product. The product is: [CH3:1][N:15]1[CH2:20][CH2:19][CH:18]([C:21]2[N:22]=[CH:23][C:24]([C:27]([O:29][CH3:30])=[O:28])=[CH:25][N:26]=2)[CH2:17][CH2:16]1. (2) Given the reactants [NH2:1][C:2]1[CH:21]=[CH:20][C:5]([O:6][C:7]2[CH:12]=[CH:11][N:10]=[C:9]([C:13]([O:15][C:16]([CH3:19])([CH3:18])[CH3:17])=[O:14])[CH:8]=2)=[CH:4][CH:3]=1.[Cl:22][C:23]1[CH:28]=[CH:27][C:26]([N:29]=[C:30]=[O:31])=[CH:25][C:24]=1[C:32]([F:35])([F:34])[F:33].CCCCCC, predict the reaction product. The product is: [Cl:22][C:23]1[CH:28]=[CH:27][C:26]([NH:29][C:30](=[O:31])[NH:1][C:2]2[CH:21]=[CH:20][C:5]([O:6][C:7]3[CH:12]=[CH:11][N:10]=[C:9]([C:13]([O:15][C:16]([CH3:17])([CH3:18])[CH3:19])=[O:14])[CH:8]=3)=[CH:4][CH:3]=2)=[CH:25][C:24]=1[C:32]([F:33])([F:34])[F:35]. (3) Given the reactants Br[C:2]1[C:7]([O:8][CH2:9][O:10][CH3:11])=[CH:6][CH:5]=[CH:4][N:3]=1.[CH2:12]([Mg]Br)[C:13]1[CH:18]=[CH:17][CH:16]=[CH:15][CH:14]=1.C(Br)C1C=CC=CC=1.[Mg].[Cl-].[NH4+], predict the reaction product. The product is: [CH2:12]([C:2]1[C:7]([O:8][CH2:9][O:10][CH3:11])=[CH:6][CH:5]=[CH:4][N:3]=1)[C:13]1[CH:18]=[CH:17][CH:16]=[CH:15][CH:14]=1. (4) Given the reactants [Br:1][C:2]1[CH:3]=[C:4]2[C:8](=[CH:9][C:10]=1[O:11][CH3:12])[NH:7][C:6](=[O:13])[C:5]2=O.[OH-:15].[K+].[F:17][C:18]([F:30])([F:29])[C:19]1[CH:20]=[C:21]([C:25](=O)[CH2:26][CH3:27])[CH:22]=[CH:23][CH:24]=1, predict the reaction product. The product is: [Br:1][C:2]1[CH:3]=[C:4]2[C:8](=[CH:9][C:10]=1[O:11][CH3:12])[N:7]=[C:25]([C:21]1[CH:22]=[CH:23][CH:24]=[C:19]([C:18]([F:17])([F:29])[F:30])[CH:20]=1)[C:26]([CH3:27])=[C:5]2[C:6]([OH:13])=[O:15]. (5) The product is: [C:1]([O:5][C:6]([N:8]1[CH2:13][CH2:12][CH:11]([NH:14][C:15]2[C:20]([O:21][CH2:25][C:26]([O:28][CH2:29][CH3:30])=[O:27])=[CH:19][CH:18]=[CH:17][N:16]=2)[CH2:10][CH2:9]1)=[O:7])([CH3:4])([CH3:2])[CH3:3]. Given the reactants [C:1]([O:5][C:6]([N:8]1[CH2:13][CH2:12][CH:11]([NH:14][C:15]2[C:20]([OH:21])=[CH:19][CH:18]=[CH:17][N:16]=2)[CH2:10][CH2:9]1)=[O:7])([CH3:4])([CH3:3])[CH3:2].[H-].[Na+].Br[CH2:25][C:26]([O:28][CH2:29][CH3:30])=[O:27].C([O-])(O)=O.[Na+], predict the reaction product.